From a dataset of Peptide-MHC class II binding affinity with 134,281 pairs from IEDB. Regression. Given a peptide amino acid sequence and an MHC pseudo amino acid sequence, predict their binding affinity value. This is MHC class II binding data. (1) The peptide sequence is KSIIKARVVWKAIIE. The MHC is DRB1_1201 with pseudo-sequence DRB1_1201. The binding affinity (normalized) is 0.560. (2) The peptide sequence is QDPKNVYQRGTHPFS. The MHC is DRB1_0404 with pseudo-sequence DRB1_0404. The binding affinity (normalized) is 0.387. (3) The peptide sequence is YFEMGIVPSHISSLI. The MHC is DRB1_0101 with pseudo-sequence DRB1_0101. The binding affinity (normalized) is 0.400. (4) The peptide sequence is TIPQSLDSWWTSLNF. The MHC is HLA-DQA10401-DQB10402 with pseudo-sequence HLA-DQA10401-DQB10402. The binding affinity (normalized) is 0.483.